This data is from Full USPTO retrosynthesis dataset with 1.9M reactions from patents (1976-2016). The task is: Predict the reactants needed to synthesize the given product. (1) Given the product [CH3:22][C:5]([O:14][C:15]1[CH:16]=[CH:17][C:18]([CH3:21])=[CH:19][CH:20]=1)([CH2:6][C:7]1[CH:12]=[CH:11][C:10]([O:37][CH2:36][CH2:35][C:33]2[N:34]=[C:30]([C:24]3[CH:25]=[CH:26][CH:27]=[CH:28][CH:29]=3)[O:31][C:32]=2[CH3:48])=[CH:9][CH:8]=1)[C:4]([OH:23])=[O:3], predict the reactants needed to synthesize it. The reactants are: C([O:3][C:4](=[O:23])[C:5]([CH3:22])([O:14][C:15]1[CH:20]=[CH:19][C:18]([CH3:21])=[CH:17][CH:16]=1)[CH2:6][C:7]1[CH:12]=[CH:11][C:10](O)=[CH:9][CH:8]=1)C.[C:24]1([C:30]2[O:31][C:32]([CH3:48])=[C:33]([CH2:35][CH2:36][O:37]S(C3C=CC(C)=CC=3)(=O)=O)[N:34]=2)[CH:29]=[CH:28][CH:27]=[CH:26][CH:25]=1. (2) Given the product [C:2]([C:6]1[CH:7]=[CH:8][C:9]([CH2:10][N:11]([CH2:12][CH2:13][C:14]2[CH:19]=[C:18]([C:20]([F:23])([F:21])[F:22])[CH:17]=[C:16]([F:24])[CH:15]=2)[C:31](=[O:32])[C:30]2[CH:34]=[C:35]([C:37]([F:38])([F:39])[F:40])[CH:36]=[C:28]([Cl:27])[C:29]=2[F:41])=[CH:25][CH:26]=1)([CH3:5])([CH3:3])[CH3:4], predict the reactants needed to synthesize it. The reactants are: Cl.[C:2]([C:6]1[CH:26]=[CH:25][C:9]([CH2:10][NH:11][CH2:12][CH2:13][C:14]2[CH:19]=[C:18]([C:20]([F:23])([F:22])[F:21])[CH:17]=[C:16]([F:24])[CH:15]=2)=[CH:8][CH:7]=1)([CH3:5])([CH3:4])[CH3:3].[Cl:27][C:28]1[C:29]([F:41])=[C:30]([CH:34]=[C:35]([C:37]([F:40])([F:39])[F:38])[CH:36]=1)[C:31](O)=[O:32].CCN(CC)CC. (3) Given the product [Cl:35][C:36]1[CH:37]=[N:38][C:39]([C:9]2[CH:10]=[CH:11][C:6]([CH:5]([NH:22][C:23]3[CH:24]=[CH:25][C:26]([C:27]([O:29][CH3:30])=[O:28])=[CH:31][CH:32]=3)[CH2:4][CH2:3][C:2]([F:34])([F:33])[F:1])=[C:7]([CH3:21])[CH:8]=2)=[N:40][CH:41]=1, predict the reactants needed to synthesize it. The reactants are: [F:1][C:2]([F:34])([F:33])[CH2:3][CH2:4][CH:5]([NH:22][C:23]1[CH:32]=[CH:31][C:26]([C:27]([O:29][CH3:30])=[O:28])=[CH:25][CH:24]=1)[C:6]1[CH:11]=[CH:10][C:9](B2OC(C)(C)C(C)(C)O2)=[CH:8][C:7]=1[CH3:21].[Cl:35][C:36]1[CH:37]=[N:38][C:39](I)=[N:40][CH:41]=1.COC1C=CC=C(OC)C=1C1C=CC=CC=1P(C1CCCCC1)C1CCCCC1.C(=O)([O-])[O-].[Cs+].[Cs+].[Cl-].[NH4+]. (4) Given the product [ClH:13].[C:17]([S:18][CH2:12][C:9]1[CH2:8][CH2:7][O:6][C:5]2[CH:14]=[CH:15][C:2]([Br:1])=[CH:3][C:4]=2[C:10]=1[CH3:11])(=[NH:16])[NH2:19], predict the reactants needed to synthesize it. The reactants are: [Br:1][C:2]1[CH:15]=[CH:14][C:5]2[O:6][CH2:7][CH2:8][C:9]([CH2:12][Cl:13])=[C:10]([CH3:11])[C:4]=2[CH:3]=1.[NH2:16][C:17]([NH2:19])=[S:18]. (5) Given the product [OH:18][C:14]1[CH:13]=[C:12]([CH2:10][C:9]2[N:4]3[N:3]=[C:2]([NH:1][C:33]4[CH:34]=[C:35]5[C:41](=[CH:42][CH:32]=4)[C:40](=[O:49])[NH:39][CH2:50]5)[N:20]=[C:5]3[CH:6]=[CH:7][CH:8]=2)[CH:17]=[CH:16][N:15]=1, predict the reactants needed to synthesize it. The reactants are: [NH2:1][C:2]1[N:20]=[C:5]2[CH:6]=[CH:7][CH:8]=[C:9]([C:10]([C:12]3[CH:17]=[CH:16][N:15]=[C:14]([O:18]C)[CH:13]=3)=O)[N:4]2[N:3]=1.BrC1N2N=C(N)N=C2C=CC=1.[CH2:32]([Li])[CH2:33][CH2:34][CH3:35].CO[N:39]([CH3:50])[C:40](=[O:49])[C:41]1C=CN=C(OC)[CH:42]=1.